Dataset: Forward reaction prediction with 1.9M reactions from USPTO patents (1976-2016). Task: Predict the product of the given reaction. (1) Given the reactants [C-:1]#[N:2].[Na+].COS([O-])(=O)=O.[Br:10][C:11]1[C:12]([CH3:19])=[N+:13](OC)[CH:14]=[CH:15][CH:16]=1, predict the reaction product. The product is: [Br:10][C:11]1[CH:16]=[CH:15][C:14]([C:1]#[N:2])=[N:13][C:12]=1[CH3:19]. (2) Given the reactants Cl[C:2]1[N:7]=[CH:6][C:5]2[CH:8]=[N:9][N:10]([CH2:11][O:12][CH2:13][CH2:14][Si:15]([CH3:18])([CH3:17])[CH3:16])[C:4]=2[CH:3]=1.CC1(C)C(C)(C)OB([C:27]2[CH:28]=[N:29][NH:30][CH:31]=2)O1, predict the reaction product. The product is: [NH:29]1[CH:28]=[C:27]([C:2]2[N:7]=[CH:6][C:5]3[CH:8]=[N:9][N:10]([CH2:11][O:12][CH2:13][CH2:14][Si:15]([CH3:18])([CH3:17])[CH3:16])[C:4]=3[CH:3]=2)[CH:31]=[N:30]1. (3) Given the reactants [C:1]([C:3]1[CH:4]=[C:5]([CH:9]=[CH:10][C:11]=1[O:12][CH3:13])[C:6]([OH:8])=O)#[N:2].O=S(Cl)Cl.[NH2:18][C:19]1[CH:24]=[CH:23][CH:22]=[CH:21][C:20]=1O.C(N(CC)CC)C.C1(C)C=CC(S(O)(=O)=O)=CC=1, predict the reaction product. The product is: [O:8]1[C:20]2[CH:21]=[CH:22][CH:23]=[CH:24][C:19]=2[N:18]=[C:6]1[C:5]1[CH:9]=[CH:10][C:11]([O:12][CH3:13])=[C:3]([CH:4]=1)[C:1]#[N:2]. (4) Given the reactants [Cl:1][C:2]1[N:3]=[C:4](Cl)[C:5]2[S:10][CH:9]=[C:8]([CH3:11])[C:6]=2[N:7]=1.C(N(CC)CC)C.Cl.[CH3:21][C:22]([CH3:26])=[CH:23][CH2:24][NH2:25], predict the reaction product. The product is: [Cl:1][C:2]1[N:3]=[C:4]([NH:25][CH2:24][CH:23]=[C:22]([CH3:26])[CH3:21])[C:5]2[S:10][CH:9]=[C:8]([CH3:11])[C:6]=2[N:7]=1.